This data is from Peptide-MHC class I binding affinity with 185,985 pairs from IEDB/IMGT. The task is: Regression. Given a peptide amino acid sequence and an MHC pseudo amino acid sequence, predict their binding affinity value. This is MHC class I binding data. (1) The peptide sequence is PVIVADDLT. The MHC is H-2-Db with pseudo-sequence H-2-Db. The binding affinity (normalized) is 0. (2) The peptide sequence is LANWCLLNY. The MHC is HLA-B15:01 with pseudo-sequence HLA-B15:01. The binding affinity (normalized) is 0.281. (3) The peptide sequence is RYLKDQQLL. The MHC is HLA-A03:01 with pseudo-sequence HLA-A03:01. The binding affinity (normalized) is 0.159. (4) The peptide sequence is KSISSIFGY. The MHC is HLA-B58:01 with pseudo-sequence HLA-B58:01. The binding affinity (normalized) is 0.945. (5) The peptide sequence is SVQQGIVRQ. The MHC is HLA-A02:01 with pseudo-sequence HLA-A02:01. The binding affinity (normalized) is 0.